From a dataset of Forward reaction prediction with 1.9M reactions from USPTO patents (1976-2016). Predict the product of the given reaction. (1) Given the reactants [Br:1]Br.[CH:3]1([S:6][C:7]2[CH:12]=[CH:11][CH:10]=[CH:9][C:8]=2[CH3:13])[CH2:5][CH2:4]1.S([O-])([O-])(=O)=S.[Na+].[Na+], predict the reaction product. The product is: [Br:1][C:10]1[CH:11]=[CH:12][C:7]([S:6][CH:3]2[CH2:5][CH2:4]2)=[C:8]([CH3:13])[CH:9]=1. (2) The product is: [CH3:1][N:2]1[C:11]2[CH:10]=[CH:9][CH:8]=[C:7]3[CH:12]4[CH2:18][CH2:17][N:16]([CH2:20][CH2:21][CH2:22][C:23]([C:25]5[CH:26]=[CH:27][C:28]([F:31])=[CH:29][CH:30]=5)=[O:24])[CH2:15][CH2:14][CH:13]4[N:5]([C:6]=23)[CH2:4][CH2:3]1. Given the reactants [CH3:1][N:2]1[C:11]2[CH:10]=[CH:9][CH:8]=[C:7]3[CH:12]4[CH2:18][CH2:17][NH:16][CH2:15][CH2:14][CH:13]4[N:5]([C:6]=23)[CH2:4][CH2:3]1.Cl[CH2:20][CH2:21][CH2:22][C:23]([C:25]1[CH:30]=[CH:29][C:28]([F:31])=[CH:27][CH:26]=1)=[O:24].CCN(C(C)C)C(C)C, predict the reaction product. (3) Given the reactants C[O:2][C:3]([C@H:5]1[CH2:9][CH2:8][CH2:7][N:6]1[S:10]([CH2:13][CH:14]1[CH2:19][CH2:18][C:17]([S:28]([C:31]2[CH:36]=[CH:35][C:34]([Cl:37])=[CH:33][CH:32]=2)(=[O:30])=[O:29])([C:20]2[CH:25]=[C:24]([F:26])[CH:23]=[CH:22][C:21]=2[F:27])[CH2:16][CH2:15]1)(=[O:12])=[O:11])=[O:4].[OH-].[Li+], predict the reaction product. The product is: [Cl:37][C:34]1[CH:35]=[CH:36][C:31]([S:28]([C:17]2([C:20]3[CH:25]=[C:24]([F:26])[CH:23]=[CH:22][C:21]=3[F:27])[CH2:18][CH2:19][CH:14]([CH2:13][S:10]([N:6]3[CH2:7][CH2:8][CH2:9][C@@H:5]3[C:3]([OH:4])=[O:2])(=[O:11])=[O:12])[CH2:15][CH2:16]2)(=[O:30])=[O:29])=[CH:32][CH:33]=1. (4) Given the reactants [CH3:1][S:2]([C:5]1[CH:10]=[CH:9][C:8]([CH:11]([CH2:16][CH:17]2[CH2:22][CH2:21][O:20][CH2:19][CH2:18]2)[C:12](=O)[CH:13]=[CH2:14])=[CH:7][CH:6]=1)(=[O:4])=[O:3].C(O)C.O1CCCC1.[OH:31][CH:32]([C:37]1[CH:38]=[CH:39][C:40]([CH:43]=O)=[N:41][CH:42]=1)[C:33]([OH:36])([CH3:35])[CH3:34].C([N:47](CC)CC)C, predict the reaction product. The product is: [CH3:34][C:33]([OH:36])([CH3:35])[CH:32]([C:37]1[CH:42]=[N:41][C:40]([C:43]2[NH:47][C:12]([CH:11]([C:8]3[CH:9]=[CH:10][C:5]([S:2]([CH3:1])(=[O:4])=[O:3])=[CH:6][CH:7]=3)[CH2:16][CH:17]3[CH2:22][CH2:21][O:20][CH2:19][CH2:18]3)=[CH:13][CH:14]=2)=[CH:39][CH:38]=1)[OH:31]. (5) Given the reactants [Cl:1][C:2]1[CH:3]=[C:4]([N:9]([CH2:25][C:26]2[CH:31]=[CH:30][C:29]([O:32][CH3:33])=[C:28]([O:34][CH3:35])[CH:27]=2)[C:10]2[C:19]3[C:14](=[CH:15][C:16]([O:23][CH3:24])=[C:17]([S:20]C#N)[CH:18]=3)[N:13]=[CH:12][N:11]=2)[CH:5]=[CH:6][C:7]=1[F:8].I[CH:37]1[CH2:41][CH2:40][N:39]([C:42]([O:44][C:45]([CH3:48])([CH3:47])[CH3:46])=[O:43])[CH2:38]1, predict the reaction product. The product is: [Cl:1][C:2]1[CH:3]=[C:4]([N:9]([CH2:25][C:26]2[CH:31]=[CH:30][C:29]([O:32][CH3:33])=[C:28]([O:34][CH3:35])[CH:27]=2)[C:10]2[C:19]3[C:14](=[CH:15][C:16]([O:23][CH3:24])=[C:17]([S:20][CH:41]4[CH2:37][CH2:38][N:39]([C:42]([O:44][C:45]([CH3:48])([CH3:47])[CH3:46])=[O:43])[CH2:40]4)[CH:18]=3)[N:13]=[CH:12][N:11]=2)[CH:5]=[CH:6][C:7]=1[F:8]. (6) Given the reactants Br[C:2]1[CH:18]=[C:17]([CH3:19])[C:5]([C:6]([NH:8][CH2:9][C:10]2[CH:15]=[CH:14][C:13]([F:16])=[CH:12][CH:11]=2)=[O:7])=[C:4]([O:20][CH3:21])[CH:3]=1.[NH:22]1[CH2:27][CH2:26][O:25][CH2:24][CH2:23]1.CC(C)([O-])C.[Na+].C1(P(C2C=CC=CC=2)C2C=CC3C(=CC=CC=3)C=2C2C3C(=CC=CC=3)C=CC=2P(C2C=CC=CC=2)C2C=CC=CC=2)C=CC=CC=1, predict the reaction product. The product is: [F:16][C:13]1[CH:14]=[CH:15][C:10]([CH2:9][NH:8][C:6](=[O:7])[C:5]2[C:17]([CH3:19])=[CH:18][C:2]([N:22]3[CH2:27][CH2:26][O:25][CH2:24][CH2:23]3)=[CH:3][C:4]=2[O:20][CH3:21])=[CH:11][CH:12]=1. (7) Given the reactants Cl[C:2]1[N:7]=[C:6]([O:8][CH:9]2[CH2:14][CH2:13][N:12]([C:15]([O:17][C:18]([CH3:21])([CH3:20])[CH3:19])=[O:16])[CH2:11][CH2:10]2)[CH:5]=[CH:4][N:3]=1.C(=O)([O-])[O-:23].[K+].[K+], predict the reaction product. The product is: [O:23]=[C:2]1[N:7]=[C:6]([O:8][CH:9]2[CH2:14][CH2:13][N:12]([C:15]([O:17][C:18]([CH3:21])([CH3:20])[CH3:19])=[O:16])[CH2:11][CH2:10]2)[CH:5]=[CH:4][NH:3]1.